This data is from Full USPTO retrosynthesis dataset with 1.9M reactions from patents (1976-2016). The task is: Predict the reactants needed to synthesize the given product. (1) Given the product [OH:13][C@H:4]1[C@@H:5]2[O:6][C:7]([CH3:11])([CH3:12])[O:8][C@@H:9]2[O:10][C@H:3]1[C:2]([OH:15])=[O:1], predict the reactants needed to synthesize it. The reactants are: [OH:1][CH2:2][C@@H:3]1[O:10][C@@H:9]2[C@@H:5]([O:6][C:7]([CH3:12])([CH3:11])[O:8]2)[C@@H:4]1[OH:13].C([O-])(O)=[O:15].[Na+].[Na+].[Br-].ClN1C(=O)N(Cl)C(=O)N(Cl)C1=O. (2) Given the product [CH2:30]([CH2:32][NH2:33])[OH:31].[O:1]=[C:2]1[C:11]2[C:6](=[CH:7][CH:8]=[CH:9][CH:10]=2)[C:5]([CH2:12][C:13]([OH:15])=[O:14])=[N:4][N:3]1[CH2:16][C:17]1[S:18][C:19]2[CH:25]=[CH:24][C:23]([C:26]([F:29])([F:28])[F:27])=[CH:22][C:20]=2[N:21]=1, predict the reactants needed to synthesize it. The reactants are: [O:1]=[C:2]1[C:11]2[C:6](=[CH:7][CH:8]=[CH:9][CH:10]=2)[C:5]([CH2:12][C:13]([OH:15])=[O:14])=[N:4][N:3]1[CH2:16][C:17]1[S:18][C:19]2[CH:25]=[CH:24][C:23]([C:26]([F:29])([F:28])[F:27])=[CH:22][C:20]=2[N:21]=1.[CH2:30]([CH2:32][NH2:33])[OH:31]. (3) Given the product [C:1]([O:5][C:6]([NH:8][C@H:9]([C:16]([N:44]1[CH2:51][CH2:50][CH2:49][C@H:45]1[C:46]([NH2:48])=[O:47])=[O:18])[CH2:10][C:11]1[N:15]=[CH:14][NH:13][CH:12]=1)=[O:7])([CH3:2])([CH3:3])[CH3:4], predict the reactants needed to synthesize it. The reactants are: [C:1]([O:5][C:6]([NH:8][C@H:9]([C:16]([OH:18])=O)[CH2:10][C:11]1[N:15]=[CH:14][NH:13][CH:12]=1)=[O:7])([CH3:4])([CH3:3])[CH3:2].C1CCC(N=C=NC2CCCCC2)CC1.C1C=CC2N(O)N=NC=2C=1.[NH:44]1[CH2:51][CH2:50][CH2:49][C@H:45]1[C:46]([NH2:48])=[O:47]. (4) Given the product [NH2:11][C@H:12]1[CH2:16][CH2:15][N:14]([C@@H:17]([CH3:25])[C:18]([O:20][C:21]([CH3:23])([CH3:22])[CH3:24])=[O:19])[C:13]1=[O:26], predict the reactants needed to synthesize it. The reactants are: C(OC([NH:11][C@H:12]1[CH2:16][CH2:15][N:14]([C@@H:17]([CH3:25])[C:18]([O:20][C:21]([CH3:24])([CH3:23])[CH3:22])=[O:19])[C:13]1=[O:26])=O)C1C=CC=CC=1.